Dataset: Forward reaction prediction with 1.9M reactions from USPTO patents (1976-2016). Task: Predict the product of the given reaction. Given the reactants [NH:1]([CH2:8][C:9]([N:11]1[CH:20]([CH2:21][C:22]2[CH:27]=[CH:26][CH:25]=[CH:24][CH:23]=2)[CH2:19][C:18]2[C:13](=[CH:14][CH:15]=[CH:16][CH:17]=2)[CH2:12]1)=O)[C:2]1[CH:7]=[CH:6][CH:5]=[CH:4][CH:3]=1.[H-].[H-].[H-].[H-].[Li+].[Al+3].Cl.C(=O)(O)[O-].[Na+], predict the reaction product. The product is: [C:2]1([NH:1][CH2:8][CH2:9][N:11]2[CH:20]([CH2:21][C:22]3[CH:27]=[CH:26][CH:25]=[CH:24][CH:23]=3)[CH2:19][C:18]3[C:13](=[CH:14][CH:15]=[CH:16][CH:17]=3)[CH2:12]2)[CH:3]=[CH:4][CH:5]=[CH:6][CH:7]=1.